Predict which catalyst facilitates the given reaction. From a dataset of Catalyst prediction with 721,799 reactions and 888 catalyst types from USPTO. (1) The catalyst class is: 7. Product: [C:1]([O:5][C:6]([NH:8][CH2:9][C@H:10]1[CH2:15][CH2:14][C@H:13]([C:16]([NH:18][C@H:19]([C:37](=[O:50])[NH:38][C:39]2[CH:44]=[CH:43][C:42]([C:45]3[NH:49][N:48]=[N:47][N:46]=3)=[CH:41][CH:40]=2)[CH2:20][C:21]2[CH:22]=[C:23]([C:27]3[CH:32]=[CH:31][C:30]([C:33]([NH:51][CH:52]4[CH:57]5[CH:53]4[CH2:54][N:55]([C:58]([O:60][C:61]([CH3:64])([CH3:63])[CH3:62])=[O:59])[CH2:56]5)=[O:34])=[CH:29][C:28]=3[CH3:36])[CH:24]=[CH:25][CH:26]=2)=[O:17])[CH2:12][CH2:11]1)=[O:7])([CH3:4])([CH3:2])[CH3:3]. Reactant: [C:1]([O:5][C:6]([NH:8][CH2:9][C@H:10]1[CH2:15][CH2:14][C@H:13]([C:16]([NH:18][C@H:19]([C:37](=[O:50])[NH:38][C:39]2[CH:44]=[CH:43][C:42]([C:45]3[NH:49][N:48]=[N:47][N:46]=3)=[CH:41][CH:40]=2)[CH2:20][C:21]2[CH:22]=[C:23]([C:27]3[CH:32]=[CH:31][C:30]([C:33](O)=[O:34])=[CH:29][C:28]=3[CH3:36])[CH:24]=[CH:25][CH:26]=2)=[O:17])[CH2:12][CH2:11]1)=[O:7])([CH3:4])([CH3:3])[CH3:2].[NH2:51][CH:52]1[CH:57]2[CH:53]1[CH2:54][N:55]([C:58]([O:60][C:61]([CH3:64])([CH3:63])[CH3:62])=[O:59])[CH2:56]2.F[P-](F)(F)(F)(F)F.CN(C(ON1C2=NC=CC=C2N=N1)=[N+](C)C)C.C(N(CC)C(C)C)(C)C. (2) Reactant: [C:1]([O:5][C:6](=[O:21])[CH2:7][C@@H:8]([CH2:12][CH2:13][CH2:14][CH:15]1[CH2:20][CH2:19][CH2:18][CH2:17][CH2:16]1)[C:9]([OH:11])=[O:10])([CH3:4])([CH3:3])[CH3:2].C(N1C=CN=C1)(N1C=CN=C1)=O.CN(C)N1C=CC=CC1.[NH2:43][C:44](=[N:48]O)[C:45]([NH2:47])=[O:46]. Product: [NH2:48]/[C:44](=[N:43]\[O:10][C:9]([C@H:8]([CH2:12][CH2:13][CH2:14][CH:15]1[CH2:16][CH2:17][CH2:18][CH2:19][CH2:20]1)[CH2:7][C:6]([O:5][C:1]([CH3:4])([CH3:2])[CH3:3])=[O:21])=[O:11])/[C:45]([NH2:47])=[O:46]. The catalyst class is: 9. (3) Reactant: [CH3:1][O:2][C:3]1[CH:12]=[CH:11][CH:10]=[C:9]2[C:4]=1[CH2:5][CH2:6][CH2:7][C:8]2=O.[I-].[CH3:15][P+](C1C=CC=CC=1)(C1C=CC=CC=1)C1C=CC=CC=1.CC(C)([O-])C.[K+]. Product: [CH3:1][O:2][C:3]1[CH:12]=[CH:11][CH:10]=[C:9]2[C:4]=1[CH2:5][CH2:6][CH2:7][C:8]2=[CH2:15]. The catalyst class is: 1. (4) Reactant: [C:12]([O:11][C:9](O[C:9]([O:11][C:12]([CH3:15])([CH3:14])[CH3:13])=[O:10])=[O:10])([CH3:15])([CH3:14])[CH3:13].[Cl:16][C:17]1[NH:21][C:20]2[CH:22]=[CH:23][C:24]([C:26]([F:29])([F:28])[F:27])=[CH:25][C:19]=2[N:18]=1.CN(C1C=CC=CN=1)C. Product: [Cl:16][C:17]1[N:21]([C:9]([O:11][C:12]([CH3:13])([CH3:14])[CH3:15])=[O:10])[C:20]2[CH:22]=[CH:23][C:24]([C:26]([F:29])([F:28])[F:27])=[CH:25][C:19]=2[N:18]=1. The catalyst class is: 10. (5) Reactant: [Si]([O:8][CH2:9][C:10]1[C:18]2[O:17][N:16]=[C:15]([CH2:19][CH2:20][CH:21]3[CH2:26][CH2:25][N:24]([C:27]([O:29][C:30]([CH3:33])([CH3:32])[CH3:31])=[O:28])[CH2:23][CH2:22]3)[C:14]=2[CH:13]=[CH:12][C:11]=1[CH:34]=[CH2:35])(C(C)(C)C)(C)C.[F-].C([N+](CCCC)(CCCC)CCCC)CCC. Product: [OH:8][CH2:9][C:10]1[C:18]2[O:17][N:16]=[C:15]([CH2:19][CH2:20][CH:21]3[CH2:22][CH2:23][N:24]([C:27]([O:29][C:30]([CH3:32])([CH3:31])[CH3:33])=[O:28])[CH2:25][CH2:26]3)[C:14]=2[CH:13]=[CH:12][C:11]=1[CH:34]=[CH2:35]. The catalyst class is: 7. (6) Reactant: C([O:5][C:6]([NH:8][C@H:9]([CH2:14][C:15]1[CH:20]=[CH:19][C:18]([OH:21])=[CH:17][CH:16]=1)[C:10]([O:12]C)=O)=[O:7])(C)(C)C.Br[CH2:23][CH2:24][O:25][Si:26]([C:29]([CH3:32])([CH3:31])[CH3:30])([CH3:28])[CH3:27]. Product: [Si:26]([O:25][CH2:24][CH2:23][O:21][C:18]1[CH:17]=[CH:16][C:15]([C@@H:14]2[O:7][C:6](=[O:5])[NH:8][C@H:9]2[CH2:10][O:12][Si:26]([C:29]([CH3:32])([CH3:31])[CH3:30])([CH3:28])[CH3:27])=[CH:20][CH:19]=1)([C:29]([CH3:32])([CH3:31])[CH3:30])([CH3:28])[CH3:27]. The catalyst class is: 243. (7) Reactant: C([O:5][C:6](=[O:16])[CH2:7][N:8]1[CH2:13][CH2:12][CH2:11][N:10]([CH3:14])[C:9]1=[O:15])(C)(C)C.C(O)(C(F)(F)F)=O. Product: [CH3:14][N:10]1[CH2:11][CH2:12][CH2:13][N:8]([CH2:7][C:6]([OH:16])=[O:5])[C:9]1=[O:15]. The catalyst class is: 4. (8) Reactant: CC(OC([N:8]1[CH:16]=[N:15][C:14]2[C:9]1=[N:10][CH:11]=[N:12][C:13]=2[N:17]1[CH2:22][CH2:21][C:20]2([C:26]3=[N:27][C:28]4[C:33](OS(C(F)(F)F)(=O)=O)=[CH:32][CH:31]=[CH:30][C:29]=4[N:25]3C(=O)[N:23]2C(OC(C)(C)C)=O)[CH2:19][CH2:18]1)=O)(C)C.[C:50]1(B(O)O)[CH:55]=[CH:54][CH:53]=[CH:52][CH:51]=1.[F-].[Cs+].[OH-].[Na+].Cl. The catalyst class is: 70. Product: [C:50]1([C:33]2[C:28]3[N:27]=[C:26]([C:20]4([NH2:23])[CH2:19][CH2:18][N:17]([C:13]5[N:12]=[CH:11][N:10]=[C:9]6[C:14]=5[N:15]=[CH:16][NH:8]6)[CH2:22][CH2:21]4)[NH:25][C:29]=3[CH:30]=[CH:31][CH:32]=2)[CH:55]=[CH:54][CH:53]=[CH:52][CH:51]=1. (9) Reactant: [OH:1][C:2]1[CH:10]=[CH:9][CH:8]=[C:7]2[C:3]=1[CH:4]=[CH:5][NH:6]2.[C:11]([O:15][C:16]([N:18]1[CH2:22][CH2:21][CH2:20][C@@H:19]1[CH2:23]O)=[O:17])([CH3:14])([CH3:13])[CH3:12].C1(P(C2C=CC=CC=2)C2C=CC=CC=2)C=CC=CC=1.N(C(OCC)=O)=NC(OCC)=O. Product: [NH:6]1[C:7]2[C:3](=[C:2]([O:1][CH2:23][C@H:19]3[CH2:20][CH2:21][CH2:22][N:18]3[C:16]([O:15][C:11]([CH3:12])([CH3:14])[CH3:13])=[O:17])[CH:10]=[CH:9][CH:8]=2)[CH:4]=[CH:5]1. The catalyst class is: 1. (10) Reactant: [Na].[NH:2]1[CH:6]=[N:5][CH:4]=[N:3]1.[H-].[Na+].Br[CH2:10][CH2:11][CH2:12][Cl:13].O. Product: [Cl:13][CH2:12][CH2:11][CH2:10][N:2]1[CH:6]=[N:5][CH:4]=[N:3]1. The catalyst class is: 42.